This data is from Catalyst prediction with 721,799 reactions and 888 catalyst types from USPTO. The task is: Predict which catalyst facilitates the given reaction. (1) Reactant: C[O:2][CH:3](OC)[CH2:4][CH2:5][N:6]1[C:11](=[O:12])[N:10]([C:13]([C:15]2[CH:20]=[CH:19][CH:18]=[CH:17][CH:16]=2)=[O:14])[C:9](=[O:21])[C:8]([CH3:22])=[N:7]1.Cl. Product: [CH3:22][C:8]1[C:9](=[O:21])[N:10]([C:13]([C:15]2[CH:20]=[CH:19][CH:18]=[CH:17][CH:16]=2)=[O:14])[C:11](=[O:12])[N:6]([CH2:5][CH2:4][CH:3]=[O:2])[N:7]=1. The catalyst class is: 7. (2) Reactant: C(OC(=O)[NH:10][C:11]1([CH3:21])[CH2:20][CH2:19][C:14]2([O:18][CH2:17][CH2:16][O:15]2)[CH2:13][CH2:12]1)C1C=CC=CC=1. Product: [CH3:21][C:11]1([NH2:10])[CH2:20][CH2:19][C:14]2([O:15][CH2:16][CH2:17][O:18]2)[CH2:13][CH2:12]1. The catalyst class is: 19.